Dataset: Full USPTO retrosynthesis dataset with 1.9M reactions from patents (1976-2016). Task: Predict the reactants needed to synthesize the given product. (1) Given the product [C:1]1([C:7]2([C:13]([OH:15])=[O:14])[CH2:8][CH2:9][O:10][CH2:11][CH2:12]2)[CH:2]=[CH:3][CH:4]=[CH:5][CH:6]=1, predict the reactants needed to synthesize it. The reactants are: [C:1]1([C:7]2([C:13]([O:15]C)=[O:14])[CH2:12][CH2:11][O:10][CH2:9][CH2:8]2)[CH:6]=[CH:5][CH:4]=[CH:3][CH:2]=1.[OH-].[K+]. (2) Given the product [CH2:12]([O:11][C:9]([NH:10][C:25]1[C:24]2[C:28](=[CH:29][C:21]([Cl:20])=[C:22]([C:50]([O:52][CH3:53])=[O:51])[CH:23]=2)[N:27]([C:30]([C:43]2[CH:48]=[CH:47][CH:46]=[CH:45][CH:44]=2)([C:31]2[CH:32]=[CH:33][CH:34]=[CH:35][CH:36]=2)[C:37]2[CH:42]=[CH:41][CH:40]=[CH:39][CH:38]=2)[N:26]=1)=[O:19])[C:13]1[CH:14]=[CH:15][CH:16]=[CH:17][CH:18]=1, predict the reactants needed to synthesize it. The reactants are: [O-]P([O-])([O-])=O.[K+].[K+].[K+].[C:9](=[O:19])([O:11][CH2:12][C:13]1[CH:18]=[CH:17][CH:16]=[CH:15][CH:14]=1)[NH2:10].[Cl:20][C:21]1[CH:29]=[C:28]2[C:24]([C:25](I)=[N:26][N:27]2[C:30]([C:43]2[CH:48]=[CH:47][CH:46]=[CH:45][CH:44]=2)([C:37]2[CH:42]=[CH:41][CH:40]=[CH:39][CH:38]=2)[C:31]2[CH:36]=[CH:35][CH:34]=[CH:33][CH:32]=2)=[CH:23][C:22]=1[C:50]([O:52][CH3:53])=[O:51].